Task: Binary Classification. Given a miRNA mature sequence and a target amino acid sequence, predict their likelihood of interaction.. Dataset: Experimentally validated miRNA-target interactions with 360,000+ pairs, plus equal number of negative samples (1) The miRNA is hsa-miR-8485 with sequence CACACACACACACACACGUAU. The protein sequence of the target gene is MAQRAVWLISHEPGTPLCGTVRFSRRYPTVEKRARVFNGASYVPVPEDGPFLKALLFELRLLDDDKDFVESRDSCSRINKTSIYGLLIGGEELWPVVAFLKNDMIYACVPLVEQTLSPRPPLISVSGVSQGFEFLFGIQDFLYSGQKNDSELNTKLSQLPDLLLQACPFGTLLDANLQNSLDNTNFASVTQPQKQPAWKTGTYKGKPQVSISITEKVKSMQYDKQGIADTWQVVGTVTCKCDLEGIMPNVTISLSLPTNGSPLQDILVHPCVTSLDSAILTSSSIDAMDDSAFSGPYKFP.... Result: 1 (interaction). (2) The miRNA is hsa-miR-6787-3p with sequence UCUCAGCUGCUGCCCUCUCCAG. The protein sequence of the target gene is MAAASVTPPGSLELLQPGFSKTLLGTKLEAKYLCSACRNVLRRPFQAQCGHRYCSFCLASILSSGPQNCAACVHEGIYEEGISILESSSAFPDNAARREVESLPAVCPSDGCTWKGTLKEYESCHEGRCPLMLTECPACKGLVRLGEKERHLEHECPERSLSCRHCRAPCCGADVKAHHEVCPKFPLTCDGCGKKKIPREKFQDHVKTCGKCRVPCRFHAIGCLETVEGEKQQEHEVQWLREHLAMLLSSVLEAKPLLGDQSHAGSELLQRCESLEKKTATFENIVCVLNREVERVAMTA.... Result: 0 (no interaction). (3) The miRNA is mmu-miR-3475-3p with sequence UCUGGAGGCACAUGGUUUGAA. The protein sequence of the target gene is MTMSLIQACRSLALSTWLLSFCFVHLLCLDFTVAEKEEWYTAFVNITYLEPEPGAAVAGSGGGAELHTEKSECGRYGEHSPKQDARGEVVMASSAQDRLACDPNTKFAAPAHGKHWIALIPKGNCTYRDKIRNAFLQNASAVVIFNVGSNTNETITMPHAGVEDIVAIMIPEPKGKEIVSLLERNITVTMYITIGTRNLQKYVSRTSVVFVSISFIVLMIISLAWLVFYYIQRFRYANARDRNQRRLGDAAKKAISKLQVRTIRKGDKETESDFDNCAVCIEGYKPNDVVRILPCRHLFH.... Result: 1 (interaction). (4) The miRNA is hsa-miR-4504 with sequence UGUGACAAUAGAGAUGAACAUG. The protein sequence of the target gene is MSRWLWPWSNCVKERVCRYLLHHYLGHFFQEHLSLDQLSLDLYKGSVALRDIHLEIWSVNEVLESMESPLELVEGFVGSIEVAVPWAALLTDHCTVRVSGLQLTLQPRRGPAPGAADSQSWASCMTTSLQLAQECLRDGLPEPSEPPQPLEGLEMFAQTIETVLRRIKVTFLDTVVRVEHSPGDGERGVAVEVRVQRLEYCDEAVRDPSQAPPVDVHQPPAFLHKLLQLAGVRLHYEELPAQEEPPEPPLQIGSCSGYMELMVKLKQNEAFPGPKLEVAGQLGSLHLLLTPRQLQQLQEL.... Result: 1 (interaction). (5) The miRNA is hsa-miR-4743-5p with sequence UGGCCGGAUGGGACAGGAGGCAU. The protein sequence of the target gene is MAAPASRQVRRRARAAPRPRSAEDWWWDRLAPRGSGYHLLQSDSMLLVLSEPGPARPRAQRRASRRTPRQPPRGPSAAAKPKAGLRSEAAAAPAPAPAPTPTPEEGPDAGWGDRIPLEILVQIFGLLVAADGPMPFLGRAARVCRRWQEAASQPALWHTVTLSSPLVGRPAKGGVKAEKKLLASLEWLMPNRFSQLQRLTLIHWKSQVHPVLKLVGECCPRLTFLKLSGCHGVTADALVMLAKACCQLHSLDLQHSMVESTAVVSFLEEAGSRMRKLWLTYSSQTTAILGALLGSCCPQL.... Result: 0 (no interaction). (6) The miRNA is hsa-miR-452-5p with sequence AACUGUUUGCAGAGGAAACUGA. The protein sequence of the target gene is MAGGKQFTFSYENEVCKQDYFIKSPPSQLFSSVTSWKKRFFILSKAGEKSFSLSYYKDHHHRGSIEIDQNSSVEVGISSQEKMQSVQKMFKCHPDEVMSIRTTNREYFLIGHDREKIKDWVSFMSSFRQDIKATQQNTEEELSLGNKRTLFYSSPLLGPSSTSEAVGSSSPRNGLQDKHLMEQSSPGFRQTHLQDLSEATQDVKEENHYLTPRSVLLELDNIIASSDSGESIETDGPDQVSGRIECHYEPMESSFFKETSHESVDSSKEEPQTLPETQDGDLHLQEQGSGIDWCLSPADV.... Result: 0 (no interaction).